From a dataset of Full USPTO retrosynthesis dataset with 1.9M reactions from patents (1976-2016). Predict the reactants needed to synthesize the given product. (1) Given the product [CH3:12][C:6]1[C:7](=[O:11])[N:8]([C:19]([C:20]2[CH:25]=[CH:24][CH:23]=[CH:22][CH:21]=2)=[O:26])[C:9](=[O:10])[NH:4][N:5]=1, predict the reactants needed to synthesize it. The reactants are: C([N:4]1[C:9](=[O:10])[NH:8][C:7](=[O:11])[C:6]([CH3:12])=[N:5]1)(=O)C.N1C=CC=CC=1.[C:19](Cl)(=[O:26])[C:20]1[CH:25]=[CH:24][CH:23]=[CH:22][CH:21]=1. (2) Given the product [Cl:29][C:28]1[N:27]=[C:34]([Cl:35])[N:33]=[C:31]([NH:10][CH2:11][CH2:12][CH2:13][CH2:14][NH:15][C:16]([NH:18][C:19]2[NH:20][C:21]([CH3:26])=[CH:22][C:23](=[O:25])[N:24]=2)=[O:17])[N:30]=1, predict the reactants needed to synthesize it. The reactants are: C(N(C(C)C)CC)(C)C.[NH2:10][CH2:11][CH2:12][CH2:13][CH2:14][NH:15][C:16]([NH:18][C:19]1[NH:20][C:21]([CH3:26])=[CH:22][C:23](=[O:25])[N:24]=1)=[O:17].[N:27]1[C:34]([Cl:35])=[N:33][C:31](Cl)=[N:30][C:28]=1[Cl:29]. (3) Given the product [CH3:21][O:22][C:23](=[O:33])[CH2:24][CH2:25][CH2:26][CH2:27][CH2:28][CH2:29][C:30](=[O:31])[NH:9][CH2:10][C:11]([C:13]1[CH:18]=[CH:17][CH:16]=[CH:15][C:14]=1[O:19][CH3:20])=[O:12], predict the reactants needed to synthesize it. The reactants are: C(N(CC)CC)C.Cl.[NH2:9][CH2:10][C:11]([C:13]1[CH:18]=[CH:17][CH:16]=[CH:15][C:14]=1[O:19][CH3:20])=[O:12].[CH3:21][O:22][C:23](=[O:33])[CH2:24][CH2:25][CH2:26][CH2:27][CH2:28][CH2:29][C:30](O)=[O:31].CCN=C=NCCCN(C)C.Cl. (4) The reactants are: [CH2:1]([O:3][C:4](=[O:34])[C:5]([O:23][C:24]1[CH:29]=[CH:28][C:27]([C:30]([CH3:33])([CH3:32])[CH3:31])=[CH:26][CH:25]=1)([CH3:22])[CH:6]([C:8]1[CH:13]=[CH:12][C:11]([O:14][CH2:15][C:16]2[CH:21]=[CH:20][CH:19]=[CH:18][CH:17]=2)=[CH:10][CH:9]=1)[OH:7])[CH3:2].N1C=CC=CC=1.[F:41][C:42]([F:53])([F:52])[C:43](O[C:43](=[O:44])[C:42]([F:53])([F:52])[F:41])=[O:44]. Given the product [CH2:1]([O:3][C:4](=[O:34])[C:5]([O:23][C:24]1[CH:29]=[CH:28][C:27]([C:30]([CH3:33])([CH3:32])[CH3:31])=[CH:26][CH:25]=1)([CH3:22])[CH:6]([C:8]1[CH:9]=[CH:10][C:11]([O:14][CH2:15][C:16]2[CH:21]=[CH:20][CH:19]=[CH:18][CH:17]=2)=[CH:12][CH:13]=1)[O:7][C:43](=[O:44])[C:42]([F:53])([F:52])[F:41])[CH3:2], predict the reactants needed to synthesize it. (5) Given the product [F:14][C:15]1[CH:20]=[CH:19][C:18]([F:21])=[CH:17][C:16]=1[C@H:22]1[CH2:26][CH2:25][CH2:24][N:23]1[C:2]1[CH:3]=[CH:4][C:5]2[N:6]([C:8]([N+:11]([O-:13])=[O:12])=[CH:9][N:10]=2)[N:7]=1, predict the reactants needed to synthesize it. The reactants are: Cl[C:2]1[CH:3]=[CH:4][C:5]2[N:6]([C:8]([N+:11]([O-:13])=[O:12])=[CH:9][N:10]=2)[N:7]=1.[F:14][C:15]1[CH:20]=[CH:19][C:18]([F:21])=[CH:17][C:16]=1[C@H:22]1[CH2:26][CH2:25][CH2:24][NH:23]1.C(O)CCC. (6) Given the product [O:14]([C:21]1[S:25][C:24]([CH2:26][NH:27][C:11]([C:9]2[CH:10]=[C:5]3[CH:4]=[CH:3][S:2][C:6]3=[N:7][CH:8]=2)=[O:13])=[CH:23][CH:22]=1)[C:15]1[CH:16]=[CH:17][CH:18]=[CH:19][CH:20]=1, predict the reactants needed to synthesize it. The reactants are: [Li].[S:2]1[C:6]2=[N:7][CH:8]=[C:9]([C:11]([OH:13])=O)[CH:10]=[C:5]2[CH:4]=[CH:3]1.[O:14]([C:21]1[S:25][C:24]([CH2:26][NH2:27])=[CH:23][CH:22]=1)[C:15]1[CH:20]=[CH:19][CH:18]=[CH:17][CH:16]=1.F[P-](F)(F)(F)(F)F.N1([P+](N(C)C)(N(C)C)N(C)C)C2C=CC=CC=2N=N1.C(N(CC)CC)C. (7) Given the product [CH3:7][N:6]1[C:2]([C:19]2[CH:27]=[C:26]3[C:22]([CH2:23][CH2:24][CH:25]3[NH:28][C:29](=[O:35])[O:30][C:31]([CH3:33])([CH3:32])[CH3:34])=[CH:21][CH:20]=2)=[C:3]([N+:8]([O-:10])=[O:9])[CH:4]=[N:5]1, predict the reactants needed to synthesize it. The reactants are: Cl[C:2]1[N:6]([CH3:7])[N:5]=[CH:4][C:3]=1[N+:8]([O-:10])=[O:9].CC1(C)C(C)(C)OB([C:19]2[CH:27]=[C:26]3[C:22]([CH2:23][CH2:24][CH:25]3[NH:28][C:29](=[O:35])[O:30][C:31]([CH3:34])([CH3:33])[CH3:32])=[CH:21][CH:20]=2)O1.C([O-])([O-])=O.[Na+].[Na+]. (8) Given the product [Cl:25][C:26]1[C:35]2[O:34][CH2:33][C:32]([N+:19]([O-:21])=[O:20])=[CH:31][C:30]=2[C:29]([C:36]([NH2:38])=[O:37])=[CH:28][CH:27]=1, predict the reactants needed to synthesize it. The reactants are: C1OCCOCCOCCOCCOCCOC1.[N:19]([O-:21])=[O:20].[K+].II.[Cl:25][C:26]1[C:35]2[O:34][CH2:33][CH:32]=[CH:31][C:30]=2[C:29]([C:36]([NH2:38])=[O:37])=[CH:28][CH:27]=1.